Dataset: Reaction yield outcomes from USPTO patents with 853,638 reactions. Task: Predict the reaction yield, written as a fraction of the theoretical maximum amount of product (1.0 means a 100% yield; for example, 0.34 means a 34% yield). (1) The reactants are [CH:1]1([O:5][C:6]2[CH:7]=[C:8]([C:16]3[N:25]([CH2:26][O:27][CH2:28][CH2:29][Si:30]([CH3:33])([CH3:32])[CH3:31])[C:19]4[CH:20]=[N:21][NH:22][C:23](=[O:24])[C:18]=4[CH:17]=3)[CH:9]=[CH:10][C:11]=2[O:12][CH:13]([F:15])[F:14])[CH2:4][CH2:3][CH2:2]1.C(=O)([O-])O.[Na+].S([O-])([O-])(=O)=O.[Mg+2].[I:45]Cl. The catalyst is ClCCl.C(#N)C. The product is [CH:1]1([O:5][C:6]2[CH:7]=[C:8]([C:16]3[N:25]([CH2:26][O:27][CH2:28][CH2:29][Si:30]([CH3:33])([CH3:32])[CH3:31])[C:19]4[CH:20]=[N:21][NH:22][C:23](=[O:24])[C:18]=4[C:17]=3[I:45])[CH:9]=[CH:10][C:11]=2[O:12][CH:13]([F:14])[F:15])[CH2:2][CH2:3][CH2:4]1. The yield is 0.880. (2) The reactants are C[O:2][C:3]([C:5]1[N:9]=[CH:8][N:7]([CH2:10][O:11][CH2:12][CH2:13][Si:14]([CH3:17])([CH3:16])[CH3:15])[N:6]=1)=[O:4].[OH-].[K+:19]. The catalyst is CCO.CCOCC. The product is [K+:19].[CH3:15][Si:14]([CH3:17])([CH3:16])[CH2:13][CH2:12][O:11][CH2:10][N:7]1[CH:8]=[N:9][C:5]([C:3]([O-:4])=[O:2])=[N:6]1. The yield is 0.970. (3) The reactants are [CH:1]([C:4]1[CH:5]=[C:6]([NH:10][C:11]([C:13]2[CH:14]=[C:15]([N:19]3[CH2:28][C:27]4[CH:26]=[N:25][CH:24]=[C:23]([C:29](O)=[O:30])[C:22]=4[CH2:21][CH2:20]3)[CH:16]=[CH:17][CH:18]=2)=[O:12])[CH:7]=[CH:8][CH:9]=1)([CH3:3])[CH3:2].C(N(CC)CC)C.CCCP(=O)=O.[O:45]1[CH2:50][CH2:49][N:48]([CH2:51][CH2:52][CH2:53][NH2:54])[CH2:47][CH2:46]1. The catalyst is CN(C1C=CN=CC=1)C.ClCCCl. The product is [CH:1]([C:4]1[CH:5]=[C:6]([NH:10][C:11]([C:13]2[CH:14]=[C:15]([N:19]3[CH2:28][C:27]4[CH:26]=[N:25][CH:24]=[C:23]([C:29]([NH:54][CH2:53][CH2:52][CH2:51][N:48]5[CH2:49][CH2:50][O:45][CH2:46][CH2:47]5)=[O:30])[C:22]=4[CH2:21][CH2:20]3)[CH:16]=[CH:17][CH:18]=2)=[O:12])[CH:7]=[CH:8][CH:9]=1)([CH3:3])[CH3:2]. The yield is 0.540. (4) The reactants are Cl.[NH2:2][CH:3]1[CH:10]2[CH2:11][CH:6]3[CH2:7][CH:8]([CH2:12][CH:4]1[CH2:5]3)[CH2:9]2.CCN(C(C)C)C(C)C.C1N=CN([C:27]([N:29]2[CH:33]=N[CH:31]=[CH:30]2)=[O:28])C=1.[Br:34][C:35]1[CH:36]=[CH:37][CH:38]=[C:39]2[C:48]=1[C:42]1(CCNC[CH2:43]1)[CH2:41][C:40]2=[CH:49][C:50]([O:52][CH2:53][CH3:54])=[O:51]. The catalyst is C(Cl)Cl. The product is [Br:34][C:35]1[CH:36]=[CH:37][CH:38]=[C:39]2[C:48]=1[C:42]1([CH2:31][CH2:30][N:29]([C:27](=[O:28])[NH:2][CH:3]3[CH:4]4[CH2:12][CH:8]5[CH2:7][CH:6]([CH2:11][CH:10]3[CH2:9]5)[CH2:5]4)[CH2:33][CH2:43]1)[CH2:41][C:40]2=[CH:49][C:50]([O:52][CH2:53][CH3:54])=[O:51]. The yield is 0.350. (5) The reactants are C[O-].[Na+].[CH3:4][C:5]1[CH:6]=[C:7]([CH:11]=[CH:12][CH:13]=1)[CH2:8][C:9]#[N:10].[C:14]1(=O)[CH2:19][CH2:18][CH2:17][CH2:16][CH2:15]1.C(O)=O. The catalyst is C(O)C. The product is [C:14]1(=[C:8]([C:7]2[CH:6]=[C:5]([CH3:4])[CH:13]=[CH:12][CH:11]=2)[C:9]#[N:10])[CH2:19][CH2:18][CH2:17][CH2:16][CH2:15]1. The yield is 0.580.